Dataset: Merck oncology drug combination screen with 23,052 pairs across 39 cell lines. Task: Regression. Given two drug SMILES strings and cell line genomic features, predict the synergy score measuring deviation from expected non-interaction effect. (1) Drug 1: CC1(c2nc3c(C(N)=O)cccc3[nH]2)CCCN1. Drug 2: CCc1c2c(nc3ccc(O)cc13)-c1cc3c(c(=O)n1C2)COC(=O)C3(O)CC. Cell line: HT29. Synergy scores: synergy=9.54. (2) Drug 1: CC1CC2C3CCC4=CC(=O)C=CC4(C)C3(F)C(O)CC2(C)C1(O)C(=O)CO. Drug 2: Cn1c(=O)n(-c2ccc(C(C)(C)C#N)cc2)c2c3cc(-c4cnc5ccccc5c4)ccc3ncc21. Cell line: ES2. Synergy scores: synergy=0.955. (3) Drug 1: CCC1(O)CC2CN(CCc3c([nH]c4ccccc34)C(C(=O)OC)(c3cc4c(cc3OC)N(C)C3C(O)(C(=O)OC)C(OC(C)=O)C5(CC)C=CCN6CCC43C65)C2)C1. Drug 2: C=CCn1c(=O)c2cnc(Nc3ccc(N4CCN(C)CC4)cc3)nc2n1-c1cccc(C(C)(C)O)n1. Cell line: A375. Synergy scores: synergy=-5.49. (4) Drug 1: Cn1nnc2c(C(N)=O)ncn2c1=O. Drug 2: CC(C)CC(NC(=O)C(Cc1ccccc1)NC(=O)c1cnccn1)B(O)O. Cell line: OVCAR3. Synergy scores: synergy=-18.9. (5) Drug 1: COC12C(COC(N)=O)C3=C(C(=O)C(C)=C(N)C3=O)N1CC1NC12. Drug 2: Cn1c(=O)n(-c2ccc(C(C)(C)C#N)cc2)c2c3cc(-c4cnc5ccccc5c4)ccc3ncc21. Cell line: COLO320DM. Synergy scores: synergy=22.0.